This data is from Catalyst prediction with 721,799 reactions and 888 catalyst types from USPTO. The task is: Predict which catalyst facilitates the given reaction. (1) Reactant: [CH:1]([N:4]1[C:8]([C:9]2[S:10][C:11]3[CH2:12][CH2:13][O:14][C:15]4[CH:22]=[CH:21][C:20]([C:23]5[C:24](=[O:33])[N:25]([CH2:29][C:30](O)=[O:31])[CH:26]=[CH:27][CH:28]=5)=[CH:19][C:16]=4[C:17]=3[N:18]=2)=[N:7][CH:6]=[N:5]1)([CH3:3])[CH3:2].C([N:37](C(C)C)CC)(C)C.[Cl-].[NH4+].CN(C(ON1N=NC2C=CC=NC1=2)=[N+](C)C)C.F[P-](F)(F)(F)(F)F. Product: [CH:1]([N:4]1[C:8]([C:9]2[S:10][C:11]3[CH2:12][CH2:13][O:14][C:15]4[CH:22]=[CH:21][C:20]([C:23]5[C:24](=[O:33])[N:25]([CH2:29][C:30]([NH2:37])=[O:31])[CH:26]=[CH:27][CH:28]=5)=[CH:19][C:16]=4[C:17]=3[N:18]=2)=[N:7][CH:6]=[N:5]1)([CH3:2])[CH3:3]. The catalyst class is: 49. (2) Reactant: [CH:1]1([CH2:7][CH2:8][CH2:9][C@@H:10]([C:19]2[O:23][N:22]=[C:21]([C:24]([N:26]([CH2:28][C:29]([O:31][CH3:32])=[O:30])[CH3:27])=[O:25])[N:20]=2)[CH2:11][C:12]([O:14]C(C)(C)C)=[O:13])[CH2:6][CH2:5][CH2:4][CH2:3][CH2:2]1.FC(F)(F)C(O)=O. Product: [CH:1]1([CH2:7][CH2:8][CH2:9][C@@H:10]([C:19]2[O:23][N:22]=[C:21]([C:24]([N:26]([CH2:28][C:29]([O:31][CH3:32])=[O:30])[CH3:27])=[O:25])[N:20]=2)[CH2:11][C:12]([OH:14])=[O:13])[CH2:6][CH2:5][CH2:4][CH2:3][CH2:2]1. The catalyst class is: 4. (3) Reactant: NC1N=C2C(N=CN2)=C(OCC2C=CC(C[NH:18][C:19](=[O:34])[C:20]3[CH:25]=[CH:24][C:23](CNC(=O)C(F)(F)F)=[CH:22][CH:21]=3)=CC=2)N=1.CO.C([O-])([O-])=O.[Na+].[Na+].FC(F)(F)C(O)=O.[C:52](#[N:54])C. Product: [NH2:54][CH2:52][C:25]1[CH:24]=[CH:23][CH:22]=[CH:21][C:20]=1[C:19]([NH2:18])=[O:34]. The catalyst class is: 6. (4) Reactant: [Cl:1][C:2]1[CH:28]=[CH:27][C:5]([C:6]([O:8]/[N:9]=[C:10](\[NH2:26])/[CH2:11][CH2:12][CH2:13][O:14][C:15]2[CH:16]=[C:17]3[C:22](=[CH:23][CH:24]=2)[NH:21][C:20](=[O:25])[CH2:19][CH2:18]3)=O)=[CH:4][CH:3]=1.CCCC[N+](CCCC)(CCCC)CCCC.[F-]. Product: [Cl:1][C:2]1[CH:28]=[CH:27][C:5]([C:6]2[O:8][N:9]=[C:10]([CH2:11][CH2:12][CH2:13][O:14][C:15]3[CH:16]=[C:17]4[C:22](=[CH:23][CH:24]=3)[NH:21][C:20](=[O:25])[CH2:19][CH2:18]4)[N:26]=2)=[CH:4][CH:3]=1. The catalyst class is: 198.